This data is from Experimental lipophilicity measurements (octanol/water distribution) for 4,200 compounds from AstraZeneca. The task is: Regression/Classification. Given a drug SMILES string, predict its absorption, distribution, metabolism, or excretion properties. Task type varies by dataset: regression for continuous measurements (e.g., permeability, clearance, half-life) or binary classification for categorical outcomes (e.g., BBB penetration, CYP inhibition). For this dataset (lipophilicity_astrazeneca), we predict Y. (1) The compound is Nc1[nH]nc2ccccc12. The Y is 1.00 logD. (2) The molecule is Nc1ccc(-c2nc3ccc(O)cc3s2)cc1. The Y is 3.20 logD.